Dataset: Full USPTO retrosynthesis dataset with 1.9M reactions from patents (1976-2016). Task: Predict the reactants needed to synthesize the given product. (1) Given the product [CH2:1]([O:3][C:4]([CH:6]1[CH2:11][CH2:10][CH:9]([NH:12][C:28]2[N:33]=[C:32]([N:34]3[C:42]4[C:37](=[C:38]([O:43][CH2:44][CH2:45][CH2:46][S:47](=[O:48])(=[O:49])[NH2:50])[CH:39]=[CH:40][CH:41]=4)[CH:36]=[CH:35]3)[CH:31]=[CH:30][N:29]=2)[CH2:8][CH2:7]1)=[O:5])[CH3:2], predict the reactants needed to synthesize it. The reactants are: [CH2:1]([O:3][C:4]([CH:6]1[CH2:11][CH2:10][CH:9]([NH2:12])[CH2:8][CH2:7]1)=[O:5])[CH3:2].CCN(C(C)C)C(C)C.C(S([C:28]1[N:33]=[C:32]([N:34]2[C:42]3[C:37](=[C:38]([O:43][CH2:44][CH2:45][CH2:46][S:47]([NH2:50])(=[O:49])=[O:48])[CH:39]=[CH:40][CH:41]=3)[CH:36]=[CH:35]2)[CH:31]=[CH:30][N:29]=1)=O)CCC.O. (2) Given the product [Cl:15][C:16]1[CH:23]=[CH:22][C:19]([CH2:20][O:1][C:2]2[CH:3]=[CH:4][C:5]([NH:8][C:9](=[O:14])[CH2:10][C:11]([NH2:13])=[O:12])=[CH:6][CH:7]=2)=[CH:18][CH:17]=1, predict the reactants needed to synthesize it. The reactants are: [OH:1][C:2]1[CH:7]=[CH:6][C:5]([NH:8][C:9](=[O:14])[CH2:10][C:11]([NH2:13])=[O:12])=[CH:4][CH:3]=1.[Cl:15][C:16]1[CH:23]=[CH:22][C:19]([CH2:20]Br)=[CH:18][CH:17]=1. (3) The reactants are: [Cl:1][C:2]1[C:3]([C:19]2[CH:24]=[CH:23][C:22]([Cl:25])=[CH:21][CH:20]=2)=[C:4]([C:12]2[CH:17]=[CH:16][C:15]([Cl:18])=[CH:14][CH:13]=2)[C:5]2[N:6]([C:8](=[O:11])[NH:9][N:10]=2)[N:7]=1.C([O-])([O-])=O.[K+].[K+].[F:32][C:33]([F:43])([F:42])[C:34]1[CH:41]=[CH:40][C:37]([CH2:38]Br)=[CH:36][CH:35]=1. Given the product [F:32][C:33]([F:42])([F:43])[C:34]1[CH:41]=[CH:40][C:37]([CH2:38][N:9]2[C:8](=[O:11])[N:6]3[N:7]=[C:2]([Cl:1])[C:3]([C:19]4[CH:24]=[CH:23][C:22]([Cl:25])=[CH:21][CH:20]=4)=[C:4]([C:12]4[CH:13]=[CH:14][C:15]([Cl:18])=[CH:16][CH:17]=4)[C:5]3=[N:10]2)=[CH:36][CH:35]=1, predict the reactants needed to synthesize it. (4) Given the product [F:1][C:2]1[CH:7]=[CH:6][CH:5]=[CH:4][C:3]=1[CH2:8][C:9]([O:11][C@H:18]([C:12]1[CH:17]=[CH:16][CH:15]=[CH:14][CH:13]=1)[CH3:19])=[O:10], predict the reactants needed to synthesize it. The reactants are: [F:1][C:2]1[CH:7]=[CH:6][CH:5]=[CH:4][C:3]=1[CH2:8][C:9]([OH:11])=[O:10].[C:12]1([C@@H:18](O)[CH3:19])[CH:17]=[CH:16][CH:15]=[CH:14][CH:13]=1.CCN=C=NCCCN(C)C. (5) Given the product [F:1][C:2]1[CH:3]=[C:4]([CH:17]=[CH:18][CH:19]=1)[CH2:5][NH:6][C:7]([NH:9][C:10]1[S:11][CH:12]=[C:13]([CH2:15][NH:20][CH2:21][CH2:22][OH:23])[N:14]=1)=[O:8], predict the reactants needed to synthesize it. The reactants are: [F:1][C:2]1[CH:3]=[C:4]([CH:17]=[CH:18][CH:19]=1)[CH2:5][NH:6][C:7]([NH:9][C:10]1[S:11][CH:12]=[C:13]([CH2:15]I)[N:14]=1)=[O:8].[NH2:20][CH2:21][CH2:22][OH:23].O. (6) The reactants are: C([N-]C(C)C)(C)C.[Li+].[CH3:9][O:10][C:11](=[O:23])[C:12]1[CH:17]=[CH:16][C:15]([CH2:18][C:19]([O:21][CH3:22])=[O:20])=[CH:14][CH:13]=1.I[CH2:25][CH:26]1[CH2:30][CH2:29][CH2:28][CH2:27]1. Given the product [CH3:9][O:10][C:11](=[O:23])[C:12]1[CH:17]=[CH:16][C:15]([CH:18]([C:19]([O:21][CH3:22])=[O:20])[CH2:25][CH:26]2[CH2:30][CH2:29][CH2:28][CH2:27]2)=[CH:14][CH:13]=1, predict the reactants needed to synthesize it. (7) Given the product [F:33][C:34]([F:39])([F:38])[C:35]([OH:37])=[O:36].[N:26]1([C:2]2[N:10]([CH2:11][CH:12]=[C:13]([CH3:15])[CH3:14])[C:9]3[C:8](=[O:16])[NH:7][C:6](=[O:17])[N:5]([CH3:18])[C:4]=3[N:3]=2)[CH2:32][CH2:31][CH2:30][NH:29][CH2:28][CH2:27]1, predict the reactants needed to synthesize it. The reactants are: Cl[C:2]1[N:10]([CH2:11][CH:12]=[C:13]([CH3:15])[CH3:14])[C:9]2[C:8](=[O:16])[NH:7][C:6](=[O:17])[N:5]([CH3:18])[C:4]=2[N:3]=1.C(OC([N:26]1[CH2:32][CH2:31][CH2:30][NH:29][CH2:28][CH2:27]1)=O)(C)(C)C.[F:33][C:34]([F:39])([F:38])[C:35]([OH:37])=[O:36].